This data is from Reaction yield outcomes from USPTO patents with 853,638 reactions. The task is: Predict the reaction yield, written as a fraction of the theoretical maximum amount of product (1.0 means a 100% yield; for example, 0.34 means a 34% yield). (1) The reactants are [CH:1]1([N:5]2[CH2:10][CH2:9][N:8](C(OC(C)(C)C)=O)[CH2:7][CH2:6]2)[CH2:4][CH2:3][CH2:2]1.Cl. The catalyst is C(OCC)(=O)C.CO.O1CCOCC1. The product is [CH:1]1([N:5]2[CH2:10][CH2:9][NH:8][CH2:7][CH2:6]2)[CH2:4][CH2:3][CH2:2]1. The yield is 0.850. (2) The reactants are Cl[C:2]1[C:7]([N+:8]([O-])=O)=[C:6]([NH:11][C:12]2[N:17]=[CH:16][C:15]([F:18])=[CH:14][N:13]=2)[CH:5]=[C:4]([CH3:19])[N:3]=1.[N:20](OCCC(C)C)=O.[H+].[B-](F)(F)(F)F. The catalyst is C(O)C.[Pd]. The product is [F:18][C:15]1[CH:14]=[N:13][C:12]([N:11]2[C:6]3[CH:5]=[C:4]([CH3:19])[N:3]=[CH:2][C:7]=3[N:8]=[N:20]2)=[N:17][CH:16]=1. The yield is 0.480.